Dataset: Forward reaction prediction with 1.9M reactions from USPTO patents (1976-2016). Task: Predict the product of the given reaction. (1) Given the reactants [Cl:1][C:2]1[CH:7]=[CH:6][CH:5]=[C:4]([Cl:8])[C:3]=1[N:9]=[C:10]=[O:11].[O:12]1[CH2:17][CH2:16][N:15]([CH2:18][CH2:19][CH2:20][O:21][C:22]2[CH:23]=[C:24]([CH:26]=[CH:27][CH:28]=2)[NH2:25])[CH2:14][CH2:13]1, predict the reaction product. The product is: [Cl:1][C:2]1[CH:7]=[CH:6][CH:5]=[C:4]([Cl:8])[C:3]=1[NH:9][C:10]([NH:25][C:24]1[CH:26]=[CH:27][CH:28]=[C:22]([O:21][CH2:20][CH2:19][CH2:18][N:15]2[CH2:14][CH2:13][O:12][CH2:17][CH2:16]2)[CH:23]=1)=[O:11]. (2) Given the reactants [Cl:1][C:2]1[N:10]=[CH:9][CH:8]=[CH:7][C:3]=1[C:4](O)=[O:5].C1N=CN(C(N2C=NC=C2)=O)C=1.[CH3:23][NH:24][O:25][CH3:26], predict the reaction product. The product is: [Cl:1][C:2]1[N:10]=[CH:9][CH:8]=[CH:7][C:3]=1[C:4]([N:24]([O:25][CH3:26])[CH3:23])=[O:5]. (3) The product is: [Cl:27][C:24]1[CH:25]=[CH:26][C:21]([S:20][C:4]2[C:3]3[C:2]([C:33]4[N:29]([CH3:28])[N:30]=[CH:31][CH:32]=4)=[CH:10][C:9]([F:11])=[CH:8][C:7]=3[N:6]3[CH2:12][CH2:13][CH:14]([CH2:15][C:16]([OH:18])=[O:17])[C:5]=23)=[CH:22][CH:23]=1. Given the reactants Br[C:2]1[C:3]2[C:4]([S:20][C:21]3[CH:26]=[CH:25][C:24]([Cl:27])=[CH:23][CH:22]=3)=[C:5]3[CH:14]([CH2:15][C:16]([O:18]C)=[O:17])[CH2:13][CH2:12][N:6]3[C:7]=2[CH:8]=[C:9]([F:11])[CH:10]=1.[CH3:28][N:29]1[C:33]([Sn](CCCC)(CCCC)CCCC)=[CH:32][CH:31]=[N:30]1, predict the reaction product.